Dataset: Reaction yield outcomes from USPTO patents with 853,638 reactions. Task: Predict the reaction yield, written as a fraction of the theoretical maximum amount of product (1.0 means a 100% yield; for example, 0.34 means a 34% yield). (1) The reactants are [C:1]1([S:7][CH2:8][CH2:9][OH:10])[CH:6]=[CH:5][CH:4]=[CH:3][CH:2]=1.C(N(CC)CC)C.[O:18]1C[CH2:21][CH2:20][CH2:19]1.C(Cl)(=O)C=C. The catalyst is CC(C)=O. The product is [C:19]([O:10][CH2:9][CH2:8][S:7][C:1]1[CH:6]=[CH:5][CH:4]=[CH:3][CH:2]=1)(=[O:18])[CH:20]=[CH2:21]. The yield is 0.620. (2) The reactants are C1(P(=O)(C2C=CC=CC=2)C2C=CC=CC=2)C=CC=CC=1.FC(F)(F)S(OS(C(F)(F)F)(=O)=O)(=O)=O.C([S:43][CH:44]([CH:68]([O:71][CH3:72])[O:69][CH3:70])[CH2:45][NH:46][C:47]([C:49]1[NH:50][C:51]2[C:56]([CH:57]=1)=[CH:55][CH:54]=[CH:53][C:52]=2[NH:58][S:59]([C:62]1[CH:67]=[CH:66][CH:65]=[CH:64][N:63]=1)(=[O:61])=[O:60])=O)C1C=CC=CC=1.C1(SC)C=CC=CC=1.C(=O)([O-])O.[Na+]. The catalyst is ClCCl. The product is [CH3:70][O:69][CH:68]([O:71][CH3:72])[CH:44]1[S:43][C:47]([C:49]2[NH:50][C:51]3[C:56]([CH:57]=2)=[CH:55][CH:54]=[CH:53][C:52]=3[NH:58][S:59]([C:62]2[CH:67]=[CH:66][CH:65]=[CH:64][N:63]=2)(=[O:61])=[O:60])=[N:46][CH2:45]1. The yield is 0.400. (3) No catalyst specified. The reactants are [NH2:1][C:2]1[C:11]2[C:6](=[C:7](I)[CH:8]=[CH:9][CH:10]=2)[N:5]=[N:4][C:3]=1[C:13]([NH:15][CH2:16][CH2:17][CH3:18])=[O:14].C([Sn](CCCC)(CCCC)[C:24]1[CH:29]=[N:28][CH:27]=[CH:26][N:25]=1)CCC. The yield is 0.450. The product is [NH2:1][C:2]1[C:11]2[C:6](=[C:7]([C:24]3[CH:29]=[N:28][CH:27]=[CH:26][N:25]=3)[CH:8]=[CH:9][CH:10]=2)[N:5]=[N:4][C:3]=1[C:13]([NH:15][CH2:16][CH2:17][CH3:18])=[O:14]. (4) The reactants are Cl[C:2]1[C:11]2[C:6](=[CH:7][C:8]([O:14][CH2:15][CH2:16][CH2:17][N:18]3[CH2:22][CH2:21][CH2:20][CH2:19]3)=[C:9]([O:12][CH3:13])[CH:10]=2)[N:5]=[CH:4][N:3]=1.[OH:23][C:24]1[CH:25]=[C:26]2[C:30](=[CH:31][CH:32]=1)[NH:29][C:28]([C:33]([F:36])([F:35])[F:34])=[CH:27]2. No catalyst specified. The product is [CH3:13][O:12][C:9]1[CH:10]=[C:11]2[C:6](=[CH:7][C:8]=1[O:14][CH2:15][CH2:16][CH2:17][N:18]1[CH2:22][CH2:21][CH2:20][CH2:19]1)[N:5]=[CH:4][N:3]=[C:2]2[O:23][C:24]1[CH:25]=[C:26]2[C:30](=[CH:31][CH:32]=1)[NH:29][C:28]([C:33]([F:36])([F:34])[F:35])=[CH:27]2. The yield is 0.700. (5) The reactants are [Br:1][C:2]1[C:11]2[C:6](=[CH:7][CH:8]=[CH:9][CH:10]=2)[C:5]([C:12]2[NH:16][C:15]([CH:17]3[CH2:21][CH2:20][CH2:19][NH:18]3)=[N:14][CH:13]=2)=[CH:4][CH:3]=1.[CH3:22][O:23][C:24]([NH:26][CH:27]([CH:31]([CH3:33])[CH3:32])[C:28](O)=[O:29])=[O:25].CN(C(ON1N=NC2C=CC=NC1=2)=[N+](C)C)C.F[P-](F)(F)(F)(F)F.CN1CCOCC1. The catalyst is CN(C=O)C. The product is [CH3:22][O:23][C:24](=[O:25])[NH:26][CH:27]([C:28]([N:18]1[CH2:19][CH2:20][CH2:21][CH:17]1[C:15]1[NH:16][C:12]([C:5]2[C:6]3[C:11](=[CH:10][CH:9]=[CH:8][CH:7]=3)[C:2]([Br:1])=[CH:3][CH:4]=2)=[CH:13][N:14]=1)=[O:29])[CH:31]([CH3:33])[CH3:32]. The yield is 0.720. (6) The reactants are [C:1]([C:3]1[CH:8]=[CH:7][C:6]([NH:9][C:10](=[O:18])[C:11]2[CH:16]=[CH:15][C:14]([F:17])=[CH:13][CH:12]=2)=[CH:5][CH:4]=1)#[CH:2].Br[C:20]1[CH:21]=[N:22][CH:23]=[C:24]([CH:37]=1)[C:25]([N:27]=[S:28]([CH3:36])(=[O:35])[C:29]1[CH:34]=[CH:33][CH:32]=[CH:31][CH:30]=1)=[O:26]. No catalyst specified. The product is [F:17][C:14]1[CH:15]=[CH:16][C:11]([C:10]([NH:9][C:6]2[CH:5]=[CH:4][C:3]([C:1]#[C:2][C:20]3[CH:21]=[N:22][CH:23]=[C:24]([CH:37]=3)[C:25]([N:27]=[S@@:28]([CH3:36])(=[O:35])[C:29]3[CH:34]=[CH:33][CH:32]=[CH:31][CH:30]=3)=[O:26])=[CH:8][CH:7]=2)=[O:18])=[CH:12][CH:13]=1. The yield is 0.720. (7) The reactants are Cl[C:2]1[N:7]=[CH:6][C:5]([S:8]([C:11]2[N:15]([C:16]3[CH:21]=[C:20]([CH3:22])[CH:19]=[CH:18][C:17]=3[F:23])[N:14]=[C:13]([CH2:24][N:25]([CH3:33])[C:26](=[O:32])[O:27][C:28]([CH3:31])([CH3:30])[CH3:29])[CH:12]=2)(=[O:10])=[O:9])=[CH:4][CH:3]=1.[C:34](=O)([O-])[O-].[K+].[K+].CB(O)O. The catalyst is C1(OC)CCCC1. The product is [CH3:34][C:2]1[N:7]=[CH:6][C:5]([S:8]([C:11]2[N:15]([C:16]3[CH:21]=[C:20]([CH3:22])[CH:19]=[CH:18][C:17]=3[F:23])[N:14]=[C:13]([CH2:24][N:25]([CH3:33])[C:26](=[O:32])[O:27][C:28]([CH3:29])([CH3:31])[CH3:30])[CH:12]=2)(=[O:9])=[O:10])=[CH:4][CH:3]=1. The yield is 0.440. (8) The reactants are [C:1]1([C:7]([CH2:23][CH3:24])=[C:8]([C:16]2[CH:21]=[CH:20][C:19]([OH:22])=[CH:18][CH:17]=2)[C:9]2[CH:14]=[CH:13][C:12]([OH:15])=[CH:11][CH:10]=2)[CH:6]=[CH:5][CH:4]=[CH:3][CH:2]=1.[CH3:25][N:26]1[CH2:30][CH2:29][CH2:28][CH:27]1[CH2:31]O. No catalyst specified. The product is [CH3:25][N:26]1[CH2:30][CH2:29][CH2:28][CH:27]1[CH2:31][O:22][C:19]1[CH:18]=[CH:17][C:16]([C:8]([C:9]2[CH:14]=[CH:13][C:12]([OH:15])=[CH:11][CH:10]=2)=[C:7]([C:1]2[CH:6]=[CH:5][CH:4]=[CH:3][CH:2]=2)[CH2:23][CH3:24])=[CH:21][CH:20]=1. The yield is 0.330.